This data is from Catalyst prediction with 721,799 reactions and 888 catalyst types from USPTO. The task is: Predict which catalyst facilitates the given reaction. (1) Reactant: CC(C)([O-])C.[K+].C(O)(C)(C)C.[C:12]([C:15]1([O:19][CH2:20][C:21]([O:23]C)=O)[CH2:18][O:17][CH2:16]1)(=[O:14])[CH3:13]. Product: [CH2:18]1[C:15]2([C:12](=[O:14])[CH2:13][C:21](=[O:23])[CH2:20][O:19]2)[CH2:16][O:17]1. The catalyst class is: 7. (2) Reactant: [NH2:1][C:2]1[CH:9]=[CH:8][C:5]([C:6]#[N:7])=[CH:4][N:3]=1.CCN(C(C)C)C(C)C.[C:19](Cl)(=[O:21])[CH3:20].C(OC(=O)C)C.O. Product: [C:6]([C:5]1[CH:8]=[CH:9][C:2]([NH:1][C:19](=[O:21])[CH3:20])=[N:3][CH:4]=1)#[N:7]. The catalyst class is: 1.